From a dataset of Reaction yield outcomes from USPTO patents with 853,638 reactions. Predict the reaction yield, written as a fraction of the theoretical maximum amount of product (1.0 means a 100% yield; for example, 0.34 means a 34% yield). (1) The reactants are P(Cl)(Cl)(Cl)=O.CN([CH:9]=[O:10])C.[CH3:11][N:12]1[C:24]2[CH:23]=[CH:22][CH:21]=[CH:20][C:19]=2[C:18]2[C:13]1=[CH:14][CH:15]=[CH:16][CH:17]=2.O. The catalyst is ClCCCl. The product is [CH:9]([C:21]1[CH:22]=[CH:23][C:24]2[N:12]([CH3:11])[C:13]3[C:18]([C:19]=2[CH:20]=1)=[CH:17][CH:16]=[CH:15][CH:14]=3)=[O:10]. The yield is 0.770. (2) The reactants are [CH3:1][Li].[C:3]1([C:17]([OH:19])=O)[C:16]2[S:15][C:14]3[C:9](=[CH:10][CH:11]=[CH:12][CH:13]=3)[S:8][C:7]=2[CH:6]=[CH:5][CH:4]=1.N#N.Cl. The catalyst is O1CCCC1.O. The product is [C:3]1([C:17](=[O:19])[CH3:1])[C:16]2[S:15][C:14]3[C:9](=[CH:10][CH:11]=[CH:12][CH:13]=3)[S:8][C:7]=2[CH:6]=[CH:5][CH:4]=1. The yield is 0.570. (3) The reactants are [C:1]([C:3]1[CH:8]=[CH:7][C:6]([C:9]2([O:12][CH2:13][C:14]([CH3:17])([CH3:16])[CH3:15])[CH2:11][CH2:10]2)=[CH:5][C:4]=1C)#[CH:2].[CH3:19][O:20][C:21](=[O:30])[CH2:22][C:23]1[CH:28]=[CH:27][C:26](I)=[CH:25][CH:24]=1.[CH2:31](N(CC)CC)C. The catalyst is [Cu]I.Cl[Pd](Cl)([P](C1C=CC=CC=1)(C1C=CC=CC=1)C1C=CC=CC=1)[P](C1C=CC=CC=1)(C1C=CC=CC=1)C1C=CC=CC=1. The product is [CH3:17][C:14]([CH3:15])([CH3:16])[CH2:13][O:12][C:9]1([C:6]2[CH:5]=[CH:4][C:3]([C:1]#[C:2][C:26]3[CH:27]=[CH:28][C:23]([CH2:22][C:21]([O:20][CH3:19])=[O:30])=[CH:24][CH:25]=3)=[CH:8][C:7]=2[CH3:31])[CH2:10][CH2:11]1. The yield is 0.830.